From a dataset of Forward reaction prediction with 1.9M reactions from USPTO patents (1976-2016). Predict the product of the given reaction. (1) Given the reactants [CH2:1]([C:3]1[CH:8]=[CH:7][CH:6]=[C:5](OC)[C:4]=1/[CH:11]=[N:12]/[CH:13]([CH:17]([CH3:19])[CH3:18])[CH:14]([CH3:16])[CH3:15])[CH3:2].[CH2:20]([Li])[CH:21]([CH3:23])[CH3:22], predict the reaction product. The product is: [CH2:1]([C:3]1[CH:8]=[CH:7][CH:6]=[C:5]([CH2:20][CH:21]([CH3:23])[CH3:22])[C:4]=1/[CH:11]=[N:12]/[CH:13]([CH:17]([CH3:19])[CH3:18])[CH:14]([CH3:16])[CH3:15])[CH3:2]. (2) Given the reactants [F:1][C:2]1[C:7]([CH3:8])=[CH:6][CH:5]=[C:4]([F:9])[C:3]=1[C:10](=[O:12])[CH3:11].[H-].[Li+].[Al+3].[H-].[H-].[H-], predict the reaction product. The product is: [F:1][C:2]1[C:7]([CH3:8])=[CH:6][CH:5]=[C:4]([F:9])[C:3]=1[CH:10]([OH:12])[CH3:11]. (3) Given the reactants Cl[C:2]1[N:3]=[C:4]([NH:11][C:12]2[CH:16]=[C:15]([C:17]([NH:19][C:20]3[CH:25]=[CH:24][N:23]=[CH:22][CH:21]=3)=[O:18])[NH:14][N:13]=2)[C:5]2[O:10][CH:9]=[CH:8][C:6]=2[N:7]=1.Cl.[NH:27]1[CH2:31][CH2:30][CH2:29][CH:28]1[C:32]1[CH:37]=[CH:36][CH:35]=[CH:34][N:33]=1.CCN(C(C)C)C(C)C, predict the reaction product. The product is: [N:33]1[CH:34]=[CH:35][CH:36]=[CH:37][C:32]=1[CH:28]1[CH2:29][CH2:30][CH2:31][N:27]1[C:2]1[N:3]=[C:4]([NH:11][C:12]2[CH:16]=[C:15]([C:17]([NH:19][C:20]3[CH:25]=[CH:24][N:23]=[CH:22][CH:21]=3)=[O:18])[NH:14][N:13]=2)[C:5]2[O:10][CH:9]=[CH:8][C:6]=2[N:7]=1. (4) The product is: [CH:14]1([C:17]([NH:1][C:2]2[S:3][C:4]3[CH:10]=[C:9]([S:11][C:12]#[N:13])[CH:8]=[CH:7][C:5]=3[N:6]=2)=[O:18])[CH2:16][CH2:15]1. Given the reactants [NH2:1][C:2]1[S:3][C:4]2[CH:10]=[C:9]([S:11][C:12]#[N:13])[CH:8]=[CH:7][C:5]=2[N:6]=1.[CH:14]1([C:17](Cl)=[O:18])[CH2:16][CH2:15]1, predict the reaction product. (5) Given the reactants [OH-].[Na+].Cl.[C:4]([C:7]([CH3:42])([CH3:41])[CH2:8][NH:9][C:10](=[O:40])[C@H:11]([CH:37]([CH3:39])[CH3:38])[CH2:12][C@H:13]([OH:36])[C@@H:14]([NH2:35])[CH2:15][C@@H:16]([CH:32]([CH3:34])[CH3:33])[CH2:17][C:18]1[CH:23]=[CH:22][C:21]([O:24][CH3:25])=[C:20]([O:26][CH2:27][CH2:28][CH2:29][O:30][CH3:31])[CH:19]=1)(=[O:6])[NH2:5], predict the reaction product. The product is: [C:4]([C:7]([CH3:42])([CH3:41])[CH2:8][NH:9][C:10](=[O:40])[C@H:11]([CH:37]([CH3:38])[CH3:39])[CH2:12][C@H:13]([OH:36])[C@@H:14]([NH2:35])[CH2:15][C@@H:16]([CH:32]([CH3:34])[CH3:33])[CH2:17][C:18]1[CH:23]=[CH:22][C:21]([O:24][CH3:25])=[C:20]([O:26][CH2:27][CH2:28][CH2:29][O:30][CH3:31])[CH:19]=1)(=[O:6])[NH2:5]. (6) Given the reactants [Cl:1][C:2]1[CH:7]=[CH:6][C:5]([C:8]2[CH:9]=[C:10]3[N:16]=[C:15]([CH2:17][CH2:18][C:19]4[N:24]=[C:23]([NH2:25])[CH:22]=[C:21]([CH3:26])[CH:20]=4)[NH:14][C:11]3=[N:12][CH:13]=2)=[CH:4][CH:3]=1.Cl, predict the reaction product. The product is: [ClH:1].[Cl:1][C:2]1[CH:3]=[CH:4][C:5]([C:8]2[CH:9]=[C:10]3[N:16]=[C:15]([CH2:17][CH2:18][C:19]4[N:24]=[C:23]([NH2:25])[CH:22]=[C:21]([CH3:26])[CH:20]=4)[NH:14][C:11]3=[N:12][CH:13]=2)=[CH:6][CH:7]=1.